Dataset: Peptide-MHC class I binding affinity with 185,985 pairs from IEDB/IMGT. Task: Regression. Given a peptide amino acid sequence and an MHC pseudo amino acid sequence, predict their binding affinity value. This is MHC class I binding data. (1) The peptide sequence is LLGLWGTAA. The MHC is HLA-A02:01 with pseudo-sequence HLA-A02:01. The binding affinity (normalized) is 0.192. (2) The peptide sequence is QTDDGVRFT. The MHC is HLA-B15:01 with pseudo-sequence HLA-B15:01. The binding affinity (normalized) is 0.0847. (3) The peptide sequence is KIKNRIERL. The MHC is HLA-B46:01 with pseudo-sequence HLA-B46:01. The binding affinity (normalized) is 0.0847. (4) The peptide sequence is CYPRLWGVR. The MHC is HLA-A30:01 with pseudo-sequence HLA-A30:01. The binding affinity (normalized) is 0.199.